From a dataset of Catalyst prediction with 721,799 reactions and 888 catalyst types from USPTO. Predict which catalyst facilitates the given reaction. (1) Reactant: O[CH2:2][CH2:3][O:4][C:5]1[C:10]([C:11]2[CH:16]=[CH:15][C:14]([S:17]([CH3:20])(=[O:19])=[O:18])=[CH:13][CH:12]=2)=[CH:9][C:8]([C:21]2[NH:30][C:29](=[O:31])[C:28]3[C:23](=[CH:24][C:25]([O:34][CH3:35])=[CH:26][C:27]=3[O:32][CH3:33])[N:22]=2)=[CH:7][CH:6]=1.P(Br)(Br)[Br:37]. Product: [Br:37][CH2:2][CH2:3][O:4][C:5]1[C:10]([C:11]2[CH:16]=[CH:15][C:14]([S:17]([CH3:20])(=[O:19])=[O:18])=[CH:13][CH:12]=2)=[CH:9][C:8]([C:21]2[NH:30][C:29](=[O:31])[C:28]3[C:23](=[CH:24][C:25]([O:34][CH3:35])=[CH:26][C:27]=3[O:32][CH3:33])[N:22]=2)=[CH:7][CH:6]=1. The catalyst class is: 3. (2) Reactant: [C:1]([CH:3]1[CH2:6][N:5]([C:7](=[O:31])[C@H:8]([NH:10][C:11]([C:13]2[C:21]3[C:16](=[N:17][CH:18]=[C:19](Br)[N:20]=3)[N:15]([CH2:23][O:24][CH2:25][CH2:26][Si:27]([CH3:30])([CH3:29])[CH3:28])[CH:14]=2)=[O:12])[CH3:9])[CH2:4]1)#[N:2].[F:32][C:33]1[CH:34]=[CH:35][C:36]2[N:37]([C:39]([CH2:55][OH:56])=[N:40][C:41]=2[Sn](CCCC)(CCCC)CCCC)[CH:38]=1. Product: [C:1]([CH:3]1[CH2:6][N:5]([C:7](=[O:31])[C@H:8]([NH:10][C:11]([C:13]2[C:21]3[C:16](=[N:17][CH:18]=[C:19]([C:41]4[N:40]=[C:39]([CH2:55][OH:56])[N:37]5[CH:38]=[C:33]([F:32])[CH:34]=[CH:35][C:36]=45)[N:20]=3)[N:15]([CH2:23][O:24][CH2:25][CH2:26][Si:27]([CH3:30])([CH3:29])[CH3:28])[CH:14]=2)=[O:12])[CH3:9])[CH2:4]1)#[N:2]. The catalyst class is: 441. (3) Reactant: [CH2:1]([O:3][C:4](=O)[C@H:5](OC1C=C(NS(C2N=CN(C)C=2)(=O)=O)N=C(S[CH2:25][C:26]2[CH:31]=C[CH:29]=[C:28](F)[C:27]=2F)N=1)C)[CH3:2].[BH4-].[Li+]. Product: [CH3:2][CH2:1][O:3][CH2:4][CH3:5].[CH3:29][CH2:28][CH2:27][CH:26]([CH3:31])[CH3:25]. The catalyst class is: 1. (4) Product: [C:73]([C:70]1[CH:71]=[CH:72][C:67]([N:61]2[C:62](=[O:66])[C:63]([CH3:65])([CH3:64])[N:59]([C:56]3[CH:55]=[CH:54][C:53]([O:52][CH2:51][CH2:50][O:49][CH2:48][CH2:47][O:46][CH2:45][CH2:44][O:43][C:32]4[CH:33]=[C:34]([C:37]5[S:41][CH:40]=[N:39][C:38]=5[CH3:42])[CH:35]=[CH:36][C:31]=4[CH2:30][NH:29][C:27]([C@@H:8]4[CH2:7][C@@H:6]([OH:5])[CH2:10][N:9]4[C:11](=[O:26])[C@@H:12]([N:16]4[CH2:24][C:23]5[C:18](=[CH:19][CH:20]=[CH:21][CH:22]=5)[C:17]4=[O:25])[CH:13]([CH3:15])[CH3:14])=[O:28])=[CH:58][CH:57]=3)[C:60]2=[S:79])=[CH:68][C:69]=1[C:75]([F:77])([F:76])[F:78])#[N:74]. The catalyst class is: 4. Reactant: C([O:5][C@H:6]1[CH2:10][N:9]([C:11](=[O:26])[C@@H:12]([N:16]2[CH2:24][C:23]3[C:18](=[CH:19][CH:20]=[CH:21][CH:22]=3)[C:17]2=[O:25])[CH:13]([CH3:15])[CH3:14])[C@H:8]([C:27]([NH:29][CH2:30][C:31]2[CH:36]=[CH:35][C:34]([C:37]3[S:41][CH:40]=[N:39][C:38]=3[CH3:42])=[CH:33][C:32]=2[O:43][CH2:44][CH2:45][O:46][CH2:47][CH2:48][O:49][CH2:50][CH2:51][O:52][C:53]2[CH:58]=[CH:57][C:56]([N:59]3[C:63]([CH3:65])([CH3:64])[C:62](=[O:66])[N:61]([C:67]4[CH:72]=[CH:71][C:70]([C:73]#[N:74])=[C:69]([C:75]([F:78])([F:77])[F:76])[CH:68]=4)[C:60]3=[S:79])=[CH:55][CH:54]=2)=[O:28])[CH2:7]1)(C)(C)C.FC(F)(F)C(O)=O. (5) Reactant: [C:1]([OH:32])(=[O:31])[CH2:2][CH2:3][C@H:4]([NH:8][C:9]([C:11]1[CH:30]=[CH:29][C:14]([NH:15][CH2:16][C@@H:17]2[NH:28][C:27]3[C:25](=[O:26])[NH:24][C:22]([NH2:23])=[N:21][C:20]=3[NH:19][CH2:18]2)=[CH:13][CH:12]=1)=[O:10])[C:5]([OH:7])=[O:6].Cl. Product: [C:1]([OH:32])(=[O:31])[CH2:2][CH2:3][C@H:4]([NH:8][C:9]([C:11]1[CH:12]=[CH:13][C:14]([NH:15][CH2:16][CH:17]2[NH:28][C:27]3[C:25](=[O:26])[NH:24][C:22]([NH2:23])=[N:21][C:20]=3[NH:19][CH2:18]2)=[CH:29][CH:30]=1)=[O:10])[C:5]([OH:7])=[O:6]. The catalyst class is: 6.